From a dataset of Forward reaction prediction with 1.9M reactions from USPTO patents (1976-2016). Predict the product of the given reaction. (1) Given the reactants [O:1]1[C:6]2=[CH:7][CH:8]=[CH:9][C:5]2=[CH:4][CH:3]=[C:2]1[C:10]1[CH:15]=[CH:14][CH:13]=[CH:12][C:11]=1/[CH:16]=[CH:17]/[S:18]([NH:21][C:22]1[CH:27]=[CH:26][CH:25]=[CH:24][C:23]=1[S:28]([NH2:31])(=[O:30])=[O:29])(=[O:20])=[O:19].[H][H], predict the reaction product. The product is: [O:1]1[C:6]2=[CH:7][CH:8]=[CH:9][C:5]2=[CH:4][CH:3]=[C:2]1[C:10]1[CH:15]=[CH:14][CH:13]=[CH:12][C:11]=1[CH2:16][CH2:17][S:18]([NH:21][C:22]1[CH:27]=[CH:26][CH:25]=[CH:24][C:23]=1[S:28]([NH2:31])(=[O:30])=[O:29])(=[O:20])=[O:19]. (2) The product is: [Si:24]([O:18][N:17]=[C:12]1[CH2:11][C:10]2[C:14](=[CH:15][C:7]([CH3:6])=[CH:8][CH:9]=2)[C:13]1=[O:16])([C:27]([CH3:30])([CH3:29])[CH3:28])([CH3:26])[CH3:25]. Given the reactants CN(C)C=O.[CH3:6][C:7]1[CH:15]=[C:14]2[C:10]([CH2:11][C:12](=[N:17][OH:18])[C:13]2=[O:16])=[CH:9][CH:8]=1.N1C=CN=C1.[Si:24](Cl)([C:27]([CH3:30])([CH3:29])[CH3:28])([CH3:26])[CH3:25], predict the reaction product. (3) Given the reactants Cl[C:2]1[CH:29]=[CH:28][C:5]([C:6]([NH:8][CH2:9][C:10]2[C:19](=[O:20])[C:18]3[C:13](=[CH:14][C:15]([Cl:21])=[CH:16][CH:17]=3)[N:12]([C:22]3[CH:27]=[CH:26][CH:25]=[CH:24][CH:23]=3)[CH:11]=2)=[O:7])=[CH:4][N:3]=1.[CH2:30]([CH2:32][NH2:33])[OH:31], predict the reaction product. The product is: [Cl:21][C:15]1[CH:14]=[C:13]2[C:18]([C:19](=[O:20])[C:10]([CH2:9][NH:8][C:6](=[O:7])[C:5]3[CH:28]=[CH:29][C:2]([NH:33][CH2:32][CH2:30][OH:31])=[N:3][CH:4]=3)=[CH:11][N:12]2[C:22]2[CH:27]=[CH:26][CH:25]=[CH:24][CH:23]=2)=[CH:17][CH:16]=1. (4) Given the reactants [CH3:1][S:2]([NH:5][CH2:6][C:7]1[N:8]=[CH:9][N:10]2[CH:14]=[CH:13][S:12][C:11]=12)(=[O:4])=[O:3].C([Li])CCC.CCCCCC.[CH2:26]([Sn:30](Cl)([CH2:35][CH2:36][CH2:37][CH3:38])[CH2:31][CH2:32][CH2:33][CH3:34])[CH2:27][CH2:28][CH3:29].P([O-])([O-])([O-])=O, predict the reaction product. The product is: [CH3:1][S:2]([NH:5][CH2:6][C:7]1[N:8]=[CH:9][N:10]2[CH:14]=[C:13]([Sn:30]([CH2:31][CH2:32][CH2:33][CH3:34])([CH2:35][CH2:36][CH2:37][CH3:38])[CH2:26][CH2:27][CH2:28][CH3:29])[S:12][C:11]=12)(=[O:3])=[O:4]. (5) Given the reactants [F:8][C:7]([F:10])([F:9])[C:6](O[C:6](=[O:11])[C:7]([F:10])([F:9])[F:8])=[O:11].[Br:14][C:15]1[CH:16]=[CH:17]/[C:18](=[N:25]/S(C2C=CC(C)=CC=2)(=O)=O)/[N:19]([CH2:21][C:22]([NH2:24])=O)[CH:20]=1.CC1C=CC(S(O)(=O)=O)=CC=1, predict the reaction product. The product is: [Br:14][C:15]1[CH:16]=[CH:17][C:18]2[N:19]([CH:21]=[C:22]([NH:24][C:6](=[O:11])[C:7]([F:8])([F:9])[F:10])[N:25]=2)[CH:20]=1. (6) The product is: [CH:32]1[C:33]2[CH:34]([CH2:36][O:37][C:38]([NH:40][CH2:41][C:42]([O:1][C@H:2]3[CH2:19][CH2:18][C@@:17]4([CH3:20])[CH:4]([C:5](=[O:22])[CH2:6][C@@H:7]5[C@@H:16]4[CH2:15][CH2:14][C@@:12]4([CH3:13])[C@H:8]5[CH2:9][CH2:10][C:11]4=[O:21])[CH2:3]3)=[O:43])=[O:39])[C:35]3[C:27](=[CH:26][CH:25]=[CH:24][CH:23]=3)[C:28]=2[CH:29]=[CH:30][CH:31]=1. Given the reactants [OH:1][C@H:2]1[CH2:19][CH2:18][C@@:17]2([CH3:20])[CH:4]([C:5](=[O:22])[CH2:6][C@@H:7]3[C@@H:16]2[CH2:15][CH2:14][C@@:12]2([CH3:13])[C@H:8]3[CH2:9][CH2:10][C:11]2=[O:21])[CH2:3]1.[CH:23]1[C:35]2[CH:34]([CH2:36][O:37][C:38]([NH:40][CH2:41][C:42](O)=[O:43])=[O:39])[C:33]3[C:28](=[CH:29][CH:30]=[CH:31][CH:32]=3)[C:27]=2[CH:26]=[CH:25][CH:24]=1.C1(N=C=NC2CCCCC2)CCCCC1, predict the reaction product.